This data is from Full USPTO retrosynthesis dataset with 1.9M reactions from patents (1976-2016). The task is: Predict the reactants needed to synthesize the given product. (1) Given the product [CH2:39]([S:46]([N:49]1[CH:53]=[CH:52][C:51]([NH:54][C:8](=[O:10])[C:6]2[CH:5]=[CH:4][CH:3]=[C:2]([CH3:1])[N:7]=2)=[CH:50]1)(=[O:48])=[O:47])[C:40]1[CH:45]=[CH:44][CH:43]=[CH:42][CH:41]=1, predict the reactants needed to synthesize it. The reactants are: [CH3:1][C:2]1[N:7]=[C:6]([C:8]([OH:10])=O)[CH:5]=[CH:4][CH:3]=1.F[P-](F)(F)(F)(F)F.ClC(=[N+]1CCCC1)N1CCCC1.C(N(C(C)C)CC)(C)C.[CH2:39]([S:46]([N:49]1[CH:53]=[CH:52][C:51]([NH2:54])=[CH:50]1)(=[O:48])=[O:47])[C:40]1[CH:45]=[CH:44][CH:43]=[CH:42][CH:41]=1. (2) Given the product [NH2:2][C:1]1[CH:3]=[C:4]([CH:6]2[CH2:9][N:8]([C:10]([O:12][C:13]([CH3:16])([CH3:15])[CH3:14])=[O:11])[CH2:7]2)[NH:19][N:18]=1, predict the reactants needed to synthesize it. The reactants are: [C:1]([CH2:3][C:4]([CH:6]1[CH2:9][N:8]([C:10]([O:12][C:13]([CH3:16])([CH3:15])[CH3:14])=[O:11])[CH2:7]1)=O)#[N:2].O.[NH2:18][NH2:19]. (3) Given the product [I:1][N:13]1[C:9]2=[N:10][CH:11]=[CH:12][C:7]([O:6][CH:4]([CH3:3])[CH3:5])=[C:8]2[CH:15]=[CH:14]1, predict the reactants needed to synthesize it. The reactants are: [I:1]I.[CH3:3][CH:4]([O:6][C:7]1[CH:12]=[CH:11][N:10]=[C:9]2[NH:13][CH:14]=[CH:15][C:8]=12)[CH3:5].[OH-].[K+]. (4) Given the product [C:47]([C:7]1[C:8]([CH2:10][N:11]2[CH2:12][C:13]3([CH2:18][C:17]([N:19]4[CH2:24][CH2:23][C:22]([CH3:30])([C:25]([O:27][CH2:28][CH3:29])=[O:26])[CH2:21][CH2:20]4)=[N:16][O:15]3)[CH2:14]2)=[CH:9][C:4]([CH:1]2[CH2:3][CH2:2]2)=[C:5]([C:39]2[CH:40]=[CH:41][C:42]([F:45])=[CH:43][CH:44]=2)[CH:6]=1)#[N:48], predict the reactants needed to synthesize it. The reactants are: [CH:1]1([C:4]2[CH:9]=[C:8]([CH2:10][N:11]3[CH2:14][C:13]4([CH2:18][C:17]([N:19]5[CH2:24][CH2:23][C:22]([CH3:30])([C:25]([O:27][CH2:28][CH3:29])=[O:26])[CH2:21][CH2:20]5)=[N:16][O:15]4)[CH2:12]3)[C:7](OS(C(F)(F)F)(=O)=O)=[CH:6][C:5]=2[C:39]2[CH:44]=[CH:43][C:42]([F:45])=[CH:41][CH:40]=2)[CH2:3][CH2:2]1.O.[CH3:47][N:48](C=O)C. (5) Given the product [C:28]1([CH3:38])[CH:29]=[CH:30][C:31]([S:34]([OH:37])(=[O:35])=[O:36])=[CH:32][CH:33]=1.[CH3:26][N:2]([CH3:1])[C:3]([N:5]1[CH2:9][CH:8]2[CH2:10][C:11]([NH:14][CH2:15][C:16]([N:18]3[CH2:22][C@@H:21]([F:23])[CH2:20][C@H:19]3[C:24]#[N:25])=[O:17])([CH3:13])[CH2:12][CH:7]2[CH2:6]1)=[O:4], predict the reactants needed to synthesize it. The reactants are: [CH3:1][N:2]([CH3:26])[C:3]([N:5]1[CH2:9][CH:8]2[CH2:10][C:11]([NH:14][CH2:15][C:16]([N:18]3[CH2:22][C@@H:21]([F:23])[CH2:20][C@H:19]3[C:24]#[N:25])=[O:17])([CH3:13])[CH2:12][CH:7]2[CH2:6]1)=[O:4].O.[C:28]1([CH3:38])[CH:33]=[CH:32][C:31]([S:34]([OH:37])(=[O:36])=[O:35])=[CH:30][CH:29]=1.CCCCCC. (6) Given the product [N:20]1([C:17]2[CH:18]=[CH:19][C:14]([C:11]3[CH:12]=[CH:13][C:8]([N:7]4[C:2](=[O:1])[CH:3]=[CH:4][CH:5]=[N:6]4)=[CH:9][CH:10]=3)=[CH:15][CH:16]=2)[CH2:24][CH2:23][C@@H:22]2[CH2:25][NH:26][CH2:27][C@H:21]12, predict the reactants needed to synthesize it. The reactants are: [O:1]=[C:2]1[N:7]([C:8]2[CH:13]=[CH:12][C:11]([C:14]3[CH:19]=[CH:18][C:17]([N:20]4[CH2:24][CH2:23][C@@H:22]5[CH2:25][N:26](C(OCC)=O)[CH2:27][C@H:21]45)=[CH:16][CH:15]=3)=[CH:10][CH:9]=2)[N:6]=[CH:5][CH:4]=[CH:3]1.[OH-].[K+]. (7) Given the product [CH3:11][O:12][C:13](=[O:24])[C:14]1[CH:19]=[CH:18][C:17]([C:20]([NH:5][C:4]2[CH:6]=[C:7]([F:9])[CH:8]=[C:2]([Br:1])[C:3]=2[CH3:10])=[O:21])=[C:16]([F:23])[CH:15]=1, predict the reactants needed to synthesize it. The reactants are: [Br:1][C:2]1[C:3]([CH3:10])=[C:4]([CH:6]=[C:7]([F:9])[CH:8]=1)[NH2:5].[CH3:11][O:12][C:13](=[O:24])[C:14]1[CH:19]=[CH:18][C:17]([C:20](Cl)=[O:21])=[C:16]([F:23])[CH:15]=1. (8) Given the product [Br:1][C:2]1[CH:7]=[CH:6][C:5]([C:8]([F:11])([F:10])[F:9])=[C:4]([O:17][CH3:16])[CH:3]=1, predict the reactants needed to synthesize it. The reactants are: [Br:1][C:2]1[CH:7]=[CH:6][C:5]([C:8]([F:11])([F:10])[F:9])=[C:4](F)[CH:3]=1.CN([CH:16]=[O:17])C.C[O-].[Na+]. (9) The reactants are: C([O:4][CH2:5][CH2:6][CH2:7][CH2:8][CH:9]=[CH:10][CH2:11][CH2:12][CH2:13][CH3:14])(=O)C.CO.[OH-].[Na+]. Given the product [CH2:5]([OH:4])[CH2:6][CH2:7][CH2:8][CH:9]=[CH:10][CH2:11][CH2:12][CH2:13][CH3:14], predict the reactants needed to synthesize it.